From a dataset of Peptide-MHC class II binding affinity with 134,281 pairs from IEDB. Regression. Given a peptide amino acid sequence and an MHC pseudo amino acid sequence, predict their binding affinity value. This is MHC class II binding data. (1) The peptide sequence is GTWTYDGSVVA. The MHC is HLA-DPA10201-DPB11401 with pseudo-sequence HLA-DPA10201-DPB11401. The binding affinity (normalized) is 0. (2) The binding affinity (normalized) is 0. The MHC is DRB1_0401 with pseudo-sequence DRB1_0401. The peptide sequence is TASHTRLSCDCDDKFYDC.